From a dataset of NCI-60 drug combinations with 297,098 pairs across 59 cell lines. Regression. Given two drug SMILES strings and cell line genomic features, predict the synergy score measuring deviation from expected non-interaction effect. (1) Synergy scores: CSS=5.59, Synergy_ZIP=-4.51, Synergy_Bliss=-4.83, Synergy_Loewe=-2.89, Synergy_HSA=-2.63. Drug 2: C(CCl)NC(=O)N(CCCl)N=O. Drug 1: C(=O)(N)NO. Cell line: DU-145. (2) Drug 1: CNC(=O)C1=CC=CC=C1SC2=CC3=C(C=C2)C(=NN3)C=CC4=CC=CC=N4. Drug 2: C1=NC(=NC(=O)N1C2C(C(C(O2)CO)O)O)N. Cell line: NCI-H522. Synergy scores: CSS=12.8, Synergy_ZIP=-1.43, Synergy_Bliss=2.46, Synergy_Loewe=2.70, Synergy_HSA=2.41. (3) Drug 1: C1=CC(=C2C(=C1NCCNCCO)C(=O)C3=C(C=CC(=C3C2=O)O)O)NCCNCCO. Drug 2: C1CNP(=O)(OC1)N(CCCl)CCCl. Cell line: MALME-3M. Synergy scores: CSS=28.9, Synergy_ZIP=-2.83, Synergy_Bliss=0.124, Synergy_Loewe=-21.3, Synergy_HSA=1.08. (4) Synergy scores: CSS=47.6, Synergy_ZIP=3.35, Synergy_Bliss=1.81, Synergy_Loewe=-34.6, Synergy_HSA=1.29. Drug 2: CC1C(C(CC(O1)OC2CC(CC3=C2C(=C4C(=C3O)C(=O)C5=C(C4=O)C(=CC=C5)OC)O)(C(=O)CO)O)N)O.Cl. Drug 1: C(CN)CNCCSP(=O)(O)O. Cell line: NCI-H460. (5) Drug 1: CC1=C2C(C(=O)C3(C(CC4C(C3C(C(C2(C)C)(CC1OC(=O)C(C(C5=CC=CC=C5)NC(=O)C6=CC=CC=C6)O)O)OC(=O)C7=CC=CC=C7)(CO4)OC(=O)C)O)C)OC(=O)C. Drug 2: B(C(CC(C)C)NC(=O)C(CC1=CC=CC=C1)NC(=O)C2=NC=CN=C2)(O)O. Cell line: COLO 205. Synergy scores: CSS=69.6, Synergy_ZIP=-0.998, Synergy_Bliss=-3.24, Synergy_Loewe=-1.97, Synergy_HSA=1.37. (6) Drug 1: C1=CC(=CC=C1CCC2=CNC3=C2C(=O)NC(=N3)N)C(=O)NC(CCC(=O)O)C(=O)O. Drug 2: CC1C(C(=O)NC(C(=O)N2CCCC2C(=O)N(CC(=O)N(C(C(=O)O1)C(C)C)C)C)C(C)C)NC(=O)C3=C4C(=C(C=C3)C)OC5=C(C(=O)C(=C(C5=N4)C(=O)NC6C(OC(=O)C(N(C(=O)CN(C(=O)C7CCCN7C(=O)C(NC6=O)C(C)C)C)C)C(C)C)C)N)C. Cell line: RXF 393. Synergy scores: CSS=13.2, Synergy_ZIP=-2.14, Synergy_Bliss=6.47, Synergy_Loewe=6.36, Synergy_HSA=6.66. (7) Drug 1: CS(=O)(=O)C1=CC(=C(C=C1)C(=O)NC2=CC(=C(C=C2)Cl)C3=CC=CC=N3)Cl. Drug 2: B(C(CC(C)C)NC(=O)C(CC1=CC=CC=C1)NC(=O)C2=NC=CN=C2)(O)O. Cell line: ACHN. Synergy scores: CSS=-6.92, Synergy_ZIP=1.54, Synergy_Bliss=-3.74, Synergy_Loewe=-4.58, Synergy_HSA=-6.55.